Dataset: NCI-60 drug combinations with 297,098 pairs across 59 cell lines. Task: Regression. Given two drug SMILES strings and cell line genomic features, predict the synergy score measuring deviation from expected non-interaction effect. Drug 1: CN1C2=C(C=C(C=C2)N(CCCl)CCCl)N=C1CCCC(=O)O.Cl. Drug 2: CCN(CC)CCCC(C)NC1=C2C=C(C=CC2=NC3=C1C=CC(=C3)Cl)OC. Cell line: HS 578T. Synergy scores: CSS=5.05, Synergy_ZIP=-1.72, Synergy_Bliss=1.58, Synergy_Loewe=0.576, Synergy_HSA=0.985.